This data is from Reaction yield outcomes from USPTO patents with 853,638 reactions. The task is: Predict the reaction yield, written as a fraction of the theoretical maximum amount of product (1.0 means a 100% yield; for example, 0.34 means a 34% yield). (1) The reactants are [C:1]([C:5]1[CH:9]=[C:8]([NH2:10])[N:7]([C:11]2[CH:16]=[CH:15][CH:14]=[CH:13][CH:12]=2)[N:6]=1)([CH3:4])([CH3:3])[CH3:2].[OH-].[Na+].[C:19](Cl)(=[O:26])[O:20][CH2:21][C:22]([Cl:25])([Cl:24])[Cl:23]. The catalyst is C(OCC)(=O)C. The product is [Cl:23][C:22]([Cl:25])([Cl:24])[CH2:21][O:20][C:19](=[O:26])[NH:10][C:8]1[N:7]([C:11]2[CH:16]=[CH:15][CH:14]=[CH:13][CH:12]=2)[N:6]=[C:5]([C:1]([CH3:4])([CH3:2])[CH3:3])[CH:9]=1. The yield is 0.550. (2) The reactants are Br[C:2]1[CH:3]=[N:4][N:5]([CH3:18])[C:6]=1[C:7]1[CH:8]=[C:9]([C:14]([O:16][CH3:17])=[O:15])[S:10][C:11]=1[CH2:12][CH3:13].C(=O)([O-])[O-].[K+].[K+].O1CCO[CH2:27][CH2:26]1. The catalyst is O.CC(C)([P](C(C)(C)C)([Pd][P](C(C)(C)C)(C(C)(C)C)C(C)(C)C)C(C)(C)C)C. The product is [CH:26]([C:2]1[CH:3]=[N:4][N:5]([CH3:18])[C:6]=1[C:7]1[CH:8]=[C:9]([C:14]([O:16][CH3:17])=[O:15])[S:10][C:11]=1[CH2:12][CH3:13])=[CH2:27]. The yield is 0.730. (3) The reactants are [OH:1][C:2]1[CH:9]=[CH:8][CH:7]=[CH:6][C:3]=1[C:4]#[N:5].C(=O)([O-])[O-].[K+].[K+].Cl[C:17]1[N:22]=[CH:21][N:20]=[C:19]([O:23][C:24]2[CH:29]=[CH:28][CH:27]=[CH:26][C:25]=2/[C:30](=[CH:35]\[O:36][CH3:37])/[C:31]([O:33][CH3:34])=[O:32])[CH:18]=1.C(=O)=O. The catalyst is C1(C)C=CC=CC=1.O.CN1CCCC1. The product is [CH3:37][O:36]/[CH:35]=[C:30](/[C:31]([O:33][CH3:34])=[O:32])\[C:25]1[C:24]([O:23][C:19]2[CH:18]=[C:17]([O:1][C:2]3[C:3]([C:4]#[N:5])=[CH:6][CH:7]=[CH:8][CH:9]=3)[N:22]=[CH:21][N:20]=2)=[CH:29][CH:28]=[CH:27][CH:26]=1. The yield is 0.881. (4) The reactants are [H-].[H-].[H-].[H-].[Li+].[Al+3].[CH3:7][C:8]([C:15]1[NH:16][C:17]2[C:22]([CH:23]=1)=[CH:21][C:20]([N+:24]([O-:26])=[O:25])=[CH:19][CH:18]=2)([CH3:14])[C:9](OCC)=[O:10].O.[OH-].[Na+]. The catalyst is C1COCC1. The product is [CH3:14][C:8]([C:15]1[NH:16][C:17]2[C:22]([CH:23]=1)=[CH:21][C:20]([N+:24]([O-:26])=[O:25])=[CH:19][CH:18]=2)([CH3:7])[CH2:9][OH:10]. The yield is 0.580. (5) The reactants are [CH3:1][O:2][C:3]1[N:8]=[CH:7][C:6]([C:9]2([OH:15])[CH2:14][CH2:13][NH:12][CH2:11][CH2:10]2)=[CH:5][CH:4]=1.Cl[C:17]1[CH:18]=[CH:19][C:20]2[N:21]([C:23]([C:26]([F:29])([F:28])[F:27])=[N:24][N:25]=2)[N:22]=1. No catalyst specified. The product is [CH3:1][O:2][C:3]1[N:8]=[CH:7][C:6]([C:9]2([OH:15])[CH2:14][CH2:13][N:12]([C:17]3[CH:18]=[CH:19][C:20]4[N:21]([C:23]([C:26]([F:27])([F:29])[F:28])=[N:24][N:25]=4)[N:22]=3)[CH2:11][CH2:10]2)=[CH:5][CH:4]=1. The yield is 0.580. (6) The reactants are C1(C)C=CC(S(O)(=O)=O)=CC=1.CC1C=CC(S(O[CH2:23][CH2:24][C:25]2[S:26][C:27]3[CH:33]=[CH:32][C:31]([Br:34])=[CH:30][C:28]=3[CH:29]=2)(=O)=O)=CC=1.C([O-])([O-])=O.[K+].[K+].[CH3:41][C@@H:42]1[CH2:46][CH2:45][CH2:44][NH:43]1.C(#N)C. No catalyst specified. The product is [Br:34][C:31]1[CH:32]=[CH:33][C:27]2[S:26][C:25]([CH2:24][CH2:23][N:43]3[CH2:44][CH2:45][CH2:46][C@H:42]3[CH3:41])=[CH:29][C:28]=2[CH:30]=1. The yield is 0.733. (7) The reactants are [CH2:1]([C:5]1[CH:6]=[C:7]2[C:12](=[C:13]([O:15][CH:16]3[CH2:21][CH2:20][NH:19][CH2:18][CH2:17]3)[CH:14]=1)[N:11]=[CH:10][CH:9]=[CH:8]2)[CH2:2][CH2:3][CH3:4].[S:22]1(=[O:28])(=[O:27])[CH:26]=[CH:25][CH2:24][CH2:23]1.CO. The catalyst is C1COCC1. The product is [CH2:1]([C:5]1[CH:6]=[C:7]2[C:12](=[C:13]([O:15][CH:16]3[CH2:17][CH2:18][N:19]([CH:24]4[CH2:25][CH2:26][S:22](=[O:28])(=[O:27])[CH2:23]4)[CH2:20][CH2:21]3)[CH:14]=1)[N:11]=[CH:10][CH:9]=[CH:8]2)[CH2:2][CH2:3][CH3:4]. The yield is 0.0800. (8) The reactants are [O:1]=[C:2]1[C:10]2[C:5](=[CH:6][CH:7]=[CH:8][CH:9]=2)[C:4](=[O:11])[N:3]1[CH2:12][CH2:13][CH2:14][C:15]1[CH:16]=[C:17]([CH:20]=[CH:21][CH:22]=1)[CH:18]=O.[Br-].[Cl:24][C:25]1[CH:50]=[CH:49][C:28]([CH2:29][P+](C2C=CC=CC=2)(C2C=CC=CC=2)C2C=CC=CC=2)=[CH:27][CH:26]=1. No catalyst specified. The product is [Cl:24][C:25]1[CH:26]=[CH:27][C:28](/[CH:29]=[CH:18]/[C:17]2[CH:16]=[C:15]([CH2:14][CH2:13][CH2:12][N:3]3[C:4](=[O:11])[C:5]4[C:10](=[CH:9][CH:8]=[CH:7][CH:6]=4)[C:2]3=[O:1])[CH:22]=[CH:21][CH:20]=2)=[CH:49][CH:50]=1.[Cl:24][C:25]1[CH:26]=[CH:27][C:28](/[CH:29]=[CH:18]\[C:17]2[CH:16]=[C:15]([CH2:14][CH2:13][CH2:12][N:3]3[C:4](=[O:11])[C:5]4[C:10](=[CH:9][CH:8]=[CH:7][CH:6]=4)[C:2]3=[O:1])[CH:22]=[CH:21][CH:20]=2)=[CH:49][CH:50]=1. The yield is 0.100.